From a dataset of Peptide-MHC class I binding affinity with 185,985 pairs from IEDB/IMGT. Regression. Given a peptide amino acid sequence and an MHC pseudo amino acid sequence, predict their binding affinity value. This is MHC class I binding data. The peptide sequence is MTYLDGHPV. The MHC is HLA-B40:01 with pseudo-sequence HLA-B40:01. The binding affinity (normalized) is 0.213.